Task: Predict which catalyst facilitates the given reaction.. Dataset: Catalyst prediction with 721,799 reactions and 888 catalyst types from USPTO (1) Reactant: Br[C:2]1[CH:3]=[C:4]([CH2:9][OH:10])[CH:5]=[CH:6][C:7]=1[CH3:8].[B:11]1([B:11]2[O:15][C:14]([CH3:17])([CH3:16])[C:13]([CH3:19])([CH3:18])[O:12]2)[O:15][C:14]([CH3:17])([CH3:16])[C:13]([CH3:19])([CH3:18])[O:12]1.C([O-])(=O)C.[K+].C(Cl)Cl. Product: [CH3:8][C:7]1[CH:6]=[CH:5][C:4]([CH2:9][OH:10])=[CH:3][C:2]=1[B:11]1[O:15][C:14]([CH3:17])([CH3:16])[C:13]([CH3:19])([CH3:18])[O:12]1. The catalyst class is: 117. (2) Reactant: C(OC([NH:8][CH:9]([CH:20]1[CH2:22][CH2:21]1)[C:10]1[CH:19]=[CH:18][C:13]([C:14]([O:16][CH3:17])=[O:15])=[CH:12][CH:11]=1)=O)(C)(C)C.[ClH:23].O1CCOCC1. Product: [ClH:23].[NH2:8][CH:9]([CH:20]1[CH2:22][CH2:21]1)[C:10]1[CH:11]=[CH:12][C:13]([C:14]([O:16][CH3:17])=[O:15])=[CH:18][CH:19]=1. The catalyst class is: 5. (3) Reactant: [Cl:1][C:2]1[CH:7]=[CH:6][C:5]([CH2:8][C:9]([NH:11][NH:12][C:13](=[O:22])[C:14]2[CH:19]=[CH:18][C:17]([CH3:20])=[C:16]([OH:21])[CH:15]=2)=O)=[CH:4][CH:3]=1.C(N(C(C)C)CC)(C)C.C1(P(C2C=CC=CC=2)C2C=CC=CC=2)C=CC=CC=1.ClC(Cl)(Cl)C(Cl)(Cl)Cl. Product: [Cl:1][C:2]1[CH:3]=[CH:4][C:5]([CH2:8][C:9]2[O:22][C:13]([C:14]3[CH:19]=[CH:18][C:17]([CH3:20])=[C:16]([OH:21])[CH:15]=3)=[N:12][N:11]=2)=[CH:6][CH:7]=1. The catalyst class is: 10. (4) Reactant: [NH2:1][S:2]([C:5]1[CH:10]=[CH:9][C:8]([C:11]2[NH:12][C:13]3[C:18]([C:19]=2[C:20]2[CH:25]=[CH:24][C:23]([O:26]C)=[CH:22][CH:21]=2)=[CH:17][CH:16]=[CH:15][CH:14]=3)=[CH:7][CH:6]=1)(=[O:4])=[O:3]. Product: [NH2:1][S:2]([C:5]1[CH:10]=[CH:9][C:8]([C:11]2[NH:12][C:13]3[C:18]([C:19]=2[C:20]2[CH:21]=[CH:22][C:23]([OH:26])=[CH:24][CH:25]=2)=[CH:17][CH:16]=[CH:15][CH:14]=3)=[CH:7][CH:6]=1)(=[O:4])=[O:3]. The catalyst class is: 2. (5) Reactant: [OH:1][CH2:2][CH2:3][N:4]1[C:8]([NH:9][C:10]([C:23]2[CH:28]=[CH:27][CH:26]=[CH:25][CH:24]=2)([C:17]2[CH:22]=[CH:21][CH:20]=[CH:19][CH:18]=2)[C:11]2[CH:16]=[CH:15][CH:14]=[CH:13][CH:12]=2)=[C:7]([NH:29][CH:30]=[O:31])[CH:6]=[N:5]1.[H-].[Na+].Br[CH2:35][CH2:36][CH2:37][NH:38][C:39](=[O:45])[O:40][C:41]([CH3:44])([CH3:43])[CH3:42].[I-].[Na+].S([O-])(O)(=O)=O.[K+]. Product: [CH:30]([N:29]([CH2:35][CH2:36][CH2:37][NH:38][C:39](=[O:45])[O:40][C:41]([CH3:44])([CH3:43])[CH3:42])[C:7]1[CH:6]=[N:5][N:4]([CH2:3][CH2:2][OH:1])[C:8]=1[NH:9][C:10]([C:17]1[CH:18]=[CH:19][CH:20]=[CH:21][CH:22]=1)([C:11]1[CH:12]=[CH:13][CH:14]=[CH:15][CH:16]=1)[C:23]1[CH:28]=[CH:27][CH:26]=[CH:25][CH:24]=1)=[O:31]. The catalyst class is: 9. (6) Reactant: [CH2:1]=[C:2]([C:4]1[CH:12]=[CH:11][C:7]([C:8]([OH:10])=O)=[CH:6][CH:5]=1)[CH3:3].C(Cl)(=O)C(Cl)=O.[CH2:19]([N:21]1[C:29]2[CH:28]=[C:27]([NH2:30])[N:26]=[CH:25][C:24]=2[C:23]([CH3:31])=[CH:22]1)[CH3:20]. Product: [CH2:19]([N:21]1[C:29]2[CH:28]=[C:27]([NH:30][C:8](=[O:10])[C:7]3[CH:6]=[CH:5][C:4]([C:2]([CH3:3])=[CH2:1])=[CH:12][CH:11]=3)[N:26]=[CH:25][C:24]=2[C:23]([CH3:31])=[CH:22]1)[CH3:20]. The catalyst class is: 451.